From a dataset of Reaction yield outcomes from USPTO patents with 853,638 reactions. Predict the reaction yield, written as a fraction of the theoretical maximum amount of product (1.0 means a 100% yield; for example, 0.34 means a 34% yield). (1) The reactants are C([O:3][C:4]([C:6]1[CH:7]=[N:8][N:9]([C:11]2[N:20](COCCOC)[C:19](=[O:27])[C:18]3[C:17]4[CH2:28][CH2:29][CH2:30][CH2:31][C:16]=4[CH:15]=[CH:14][C:13]=3[N:12]=2)[CH:10]=1)=[O:5])C.C(O)C. The catalyst is CCOCC. The product is [O:27]=[C:19]1[C:18]2[C:17]3[CH2:28][CH2:29][CH2:30][CH2:31][C:16]=3[CH:15]=[CH:14][C:13]=2[N:12]=[C:11]([N:9]2[CH:10]=[C:6]([C:4]([OH:5])=[O:3])[CH:7]=[N:8]2)[NH:20]1. The yield is 0.490. (2) The reactants are [NH2:1][C:2]1[CH:3]=[CH:4][C:5]([O:8][CH3:9])=[N:6][CH:7]=1.C([N-]C(C)C)(C)C.[Li+].Cl[C:19]1[N:24]=[C:23]([N:25]2[CH2:30][CH2:29][O:28][CH2:27][CH2:26]2)[N:22]=[C:21]([N:31]2[C:35]3[CH:36]=[CH:37][CH:38]=[C:39]([O:40][CH3:41])[C:34]=3[N:33]=[C:32]2[CH:42]([F:44])[F:43])[N:20]=1. The catalyst is C1COCC1.C(O)(=O)C.O. The product is [F:44][CH:42]([F:43])[C:32]1[N:31]([C:21]2[N:22]=[C:23]([N:25]3[CH2:30][CH2:29][O:28][CH2:27][CH2:26]3)[N:24]=[C:19]([NH:1][C:2]3[CH:7]=[N:6][C:5]([O:8][CH3:9])=[CH:4][CH:3]=3)[N:20]=2)[C:35]2[CH:36]=[CH:37][CH:38]=[C:39]([O:40][CH3:41])[C:34]=2[N:33]=1. The yield is 0.0400. (3) The reactants are [NH2:1][C:2]1[C:3]2[N:4]([C:8]([C@@H:27]3[CH2:32][CH2:31][CH2:30][CH2:29][NH:28]3)=[N:9][C:10]=2[C:11]2[CH:25]=[CH:24][C:14]([C:15]([NH:17][C:18]3[CH:23]=[CH:22][CH:21]=[CH:20][N:19]=3)=[O:16])=[CH:13][C:12]=2[CH3:26])[CH:5]=[CH:6][N:7]=1.[C:33](O)(=[O:37])[C:34]#[C:35][CH3:36]. No catalyst specified. The product is [NH2:1][C:2]1[C:3]2[N:4]([C:8]([C@@H:27]3[CH2:32][CH2:31][CH2:30][CH2:29][N:28]3[C:33](=[O:37])[C:34]#[C:35][CH3:36])=[N:9][C:10]=2[C:11]2[CH:25]=[CH:24][C:14]([C:15]([NH:17][C:18]3[CH:23]=[CH:22][CH:21]=[CH:20][N:19]=3)=[O:16])=[CH:13][C:12]=2[CH3:26])[CH:5]=[CH:6][N:7]=1. The yield is 0.591. (4) The reactants are Cl[C:2]1[N:7]=[C:6]([NH:8][C:9]2[NH:10][N:11]=[C:12]([CH:14]3[CH2:16][CH2:15]3)[CH:13]=2)[N:5]=[C:4]([NH:17][C:18]2[CH:26]=[C:25]3[C:21]([C:22](=[O:27])[NH:23][NH:24]3)=[CH:20][CH:19]=2)[N:3]=1.[CH3:28][NH:29][CH3:30]. The catalyst is C1COCC1. The product is [CH:14]1([C:12]2[CH:13]=[C:9]([NH:8][C:6]3[N:7]=[C:2]([N:29]([CH3:30])[CH3:28])[N:3]=[C:4]([NH:17][C:18]4[CH:26]=[C:25]5[C:21]([C:22](=[O:27])[NH:23][NH:24]5)=[CH:20][CH:19]=4)[N:5]=3)[NH:10][N:11]=2)[CH2:16][CH2:15]1. The yield is 0.620. (5) The catalyst is C(Cl)Cl. The reactants are C(Cl)(=O)C(Cl)=O.[Cl:7][C:8]1[O:12][N:11]=[C:10]([C:13]([OH:15])=O)[CH:9]=1.CN(C=O)C.[N-:21]=[N+:22]=[N-:23].[Na+]. The product is [Cl:7][C:8]1[O:12][N:11]=[C:10]([C:13]([N:21]=[N+:22]=[N-:23])=[O:15])[CH:9]=1. The yield is 0.550. (6) The reactants are [N:1]12[CH2:8][CH2:7][CH:4]([CH2:5][CH2:6]1)[C:3](=[O:9])[CH2:2]2.[CH:10](=O)[C:11]1[CH:16]=[CH:15][CH:14]=[CH:13][CH:12]=1.[OH-].[Na+]. The product is [CH:10](=[C:2]1/[N:1]2[CH2:8][CH2:7][CH:4]([C:3]/1=[O:9])[CH2:5][CH2:6]2)/[C:11]1[CH:16]=[CH:15][CH:14]=[CH:13][CH:12]=1. The catalyst is C(O)C. The yield is 0.912. (7) The reactants are C([N-]C(C)C)(C)C.[Li+].[Cl:9][C:10]1[C:15]([F:16])=[CH:14][CH:13]=[CH:12][N:11]=1.[I:17]I.S(S([O-])=O)([O-])(=O)=O.[Na+].[Na+]. The catalyst is O1CCCC1. The product is [Cl:9][C:10]1[C:15]([F:16])=[C:14]([I:17])[CH:13]=[CH:12][N:11]=1. The yield is 0.460.